From a dataset of HIV replication inhibition screening data with 41,000+ compounds from the AIDS Antiviral Screen. Binary Classification. Given a drug SMILES string, predict its activity (active/inactive) in a high-throughput screening assay against a specified biological target. (1) The compound is O=C(NC1CCCCC1)N1CCNC1=S. The result is 0 (inactive). (2) The compound is CCCCc1nc(C)oc1C(C)C. The result is 0 (inactive). (3) The drug is Cc1c(OCc2cccc3ccccc23)ccc2c(=O)cc(SCCN3CCOCC3)oc12. The result is 0 (inactive). (4) The drug is O=C(O)Cc1cccc2c1OC(c1ccccc1)C(Cl)(C(=O)c1ccccc1)C2=O. The result is 0 (inactive). (5) The molecule is O=C(CC(C(=O)c1cccs1)c1ccsc1)c1ccsc1. The result is 0 (inactive). (6) The drug is CCOC(=O)CCCNC(=O)CCCCC(=O)N(C)C. The result is 0 (inactive). (7) The compound is COc1ccc(N=C(C)c2ccncc2)cc1. The result is 0 (inactive). (8) The result is 0 (inactive). The compound is C=C1C(=O)C23C(O)C1CCC2C12CCCC(C)(COC(C)=O)C1C(O)C3(O)OC2. (9) The compound is CN(C)CC1CCCCC1=NOC(=O)c1ccccc1.Cl. The result is 0 (inactive).